This data is from Forward reaction prediction with 1.9M reactions from USPTO patents (1976-2016). The task is: Predict the product of the given reaction. (1) Given the reactants C(Cl)(=O)C([Cl:4])=O.[Cl:7][CH2:8][CH2:9][CH:10]([C:14]1[CH:19]=[CH:18][CH:17]=[CH:16][CH:15]=1)[C:11](O)=[O:12], predict the reaction product. The product is: [Cl:7][CH2:8][CH2:9][CH:10]([C:14]1[CH:19]=[CH:18][CH:17]=[CH:16][CH:15]=1)[C:11]([Cl:4])=[O:12]. (2) The product is: [CH3:1][N:2]1[C:3]([C:20]([N:97]2[CH2:98][CH2:99][CH:94]([N:89]3[CH2:93][CH2:92][CH2:91][CH2:90]3)[CH2:95][CH2:96]2)=[O:21])=[C:4]([CH3:19])[CH:5]=[C:6]([C:9]2[CH:14]=[CH:13][CH:12]=[C:11]([C:15]([F:16])([F:17])[F:18])[CH:10]=2)[C:7]1=[O:8]. Given the reactants [CH3:1][N:2]1[C:7](=[O:8])[C:6]([C:9]2[CH:14]=[CH:13][CH:12]=[C:11]([C:15]([F:18])([F:17])[F:16])[CH:10]=2)=[CH:5][C:4]([CH3:19])=[C:3]1[C:20](O)=[O:21].COC(C1C(C)=CC(C2C=CC=C(C(F)(F)F)C=2)=C(O)N=1)=O.CI.C(=O)([O-])[O-].[Cs+].[Cs+].COC(C1N(C)C(=O)C(C2C=CC=C(C(F)(F)F)C=2)=CC=1C)=O.[OH-].[Li+].C(Cl)(=O)C(Cl)=O.CN(C=O)C.[N:89]1([CH:94]2[CH2:99][CH2:98][NH:97][CH2:96][CH2:95]2)[CH2:93][CH2:92][CH2:91][CH2:90]1, predict the reaction product. (3) Given the reactants [C:1]([C:3]1[C:4]([N:18]2[CH2:23][CH2:22][CH:21]([C:24]([OH:26])=O)[CH2:20][CH2:19]2)=[N:5][C:6]([C:14]([F:17])([F:16])[F:15])=[C:7]([C:9]([O:11][CH2:12][CH3:13])=[O:10])[CH:8]=1)#[N:2].[Cl:27][C:28]1[CH:33]=[C:32]([Cl:34])[CH:31]=[CH:30][C:29]=1[CH2:35][S:36]([NH2:39])(=[O:38])=[O:37], predict the reaction product. The product is: [C:1]([C:3]1[C:4]([N:18]2[CH2:23][CH2:22][CH:21]([C:24]([NH:39][S:36]([CH2:35][C:29]3[CH:30]=[CH:31][C:32]([Cl:34])=[CH:33][C:28]=3[Cl:27])(=[O:37])=[O:38])=[O:26])[CH2:20][CH2:19]2)=[N:5][C:6]([C:14]([F:15])([F:16])[F:17])=[C:7]([CH:8]=1)[C:9]([O:11][CH2:12][CH3:13])=[O:10])#[N:2]. (4) Given the reactants C(OC([N:8]([CH2:21][CH:22]1[CH2:27][CH2:26][N:25]([C:28]2[S:29][C:30]([C:33]([OH:35])=[O:34])=[CH:31][N:32]=2)[CH2:24][CH:23]1[C:36]1[CH:41]=[CH:40][CH:39]=[C:38]([F:42])[CH:37]=1)[C@@H:9]([C:11]1[C:20]2[C:15](=[CH:16][CH:17]=[CH:18][CH:19]=2)[CH:14]=[CH:13][CH:12]=1)[CH3:10])=O)(C)(C)C.[ClH:43].C(OCC)(=O)C, predict the reaction product. The product is: [ClH:43].[F:42][C:38]1[CH:37]=[C:36]([CH:23]2[CH:22]([CH2:21][NH:8][C@@H:9]([C:11]3[C:20]4[C:15](=[CH:16][CH:17]=[CH:18][CH:19]=4)[CH:14]=[CH:13][CH:12]=3)[CH3:10])[CH2:27][CH2:26][N:25]([C:28]3[S:29][C:30]([C:33]([OH:35])=[O:34])=[CH:31][N:32]=3)[CH2:24]2)[CH:41]=[CH:40][CH:39]=1. (5) Given the reactants Br[C:2]1[N:3]=[C:4]([C:9]2[N:10]([CH2:18][CH3:19])[C:11]3[CH:16]=[CH:15][N:14]=[CH:13][C:12]=3[N:17]=2)[C:5]([NH2:8])=[N:6][CH:7]=1.C([O:24][C:25]([N:27]1[CH:31]=[CH:30][CH:29]=[C:28]1B(O)O)=[O:26])(C)(C)C.C([O-])([O-])=O.[K+].[K+], predict the reaction product. The product is: [CH:25]([OH:26])=[O:24].[CH2:18]([N:10]1[C:11]2[CH:16]=[CH:15][N:14]=[CH:13][C:12]=2[N:17]=[C:9]1[C:4]1[C:5]([NH2:8])=[N:6][CH:7]=[C:2]([C:28]2[NH:27][CH:31]=[CH:30][CH:29]=2)[N:3]=1)[CH3:19]. (6) Given the reactants [C:1]([O:4][C:5](=[O:7])[CH3:6])(=O)[CH3:2].[CH3:8][C@@:9]12[C@H:18]3[CH2:19][CH2:20][C@:21]4([CH3:32])[C:25]([C:26]5[CH:27]=[CH:28][CH:29]=[N:30][CH:31]=5)=[CH:24][CH2:23][C@H:22]4[C@@H:17]3[CH2:16][CH:15]=[C:14]1[CH2:13][C@@H](O)C[CH2:10]2.CO.C(=O)([O-])[O-].[Na+].[Na+], predict the reaction product. The product is: [CH3:6][C:5]([O:4][C@@H:1]1[CH2:13][C:14]2[C@@:9]([CH3:10])([C@@H:18]3[C@@H:17]([CH2:16][CH:15]=2)[C@@H:22]2[CH2:23][CH:24]=[C:25]([C:26]4[CH:27]=[CH:28][CH:29]=[N:30][CH:31]=4)[C@@:21]2([CH3:32])[CH2:20][CH2:19]3)[CH2:8][CH2:2]1)=[O:7]. (7) The product is: [Cl:1][C:2]1[CH:7]=[CH:6][C:5]([C@@H:8]2[C:20]3[CH:19]=[C:18]([C:21]4[CH:22]=[CH:23][N:24]=[CH:25][CH:26]=4)[S:17][C:16]=3[C:14](=[O:15])[C@H:9]2[C:10]([O:12][CH3:13])=[O:11])=[CH:4][CH:3]=1. Given the reactants [Cl:1][C:2]1[CH:7]=[CH:6][C:5](/[CH:8]=[C:9](/[C:14]([C:16]2[S:17][C:18]([C:21]3[CH:26]=[CH:25][N:24]=[CH:23][CH:22]=3)=[CH:19][CH:20]=2)=[O:15])\[C:10]([O:12][CH3:13])=[O:11])=[CH:4][CH:3]=1.ClCCCl.[Cl-].[Cl-].[Cl-].[Al+3], predict the reaction product.